Dataset: Reaction yield outcomes from USPTO patents with 853,638 reactions. Task: Predict the reaction yield, written as a fraction of the theoretical maximum amount of product (1.0 means a 100% yield; for example, 0.34 means a 34% yield). (1) The reactants are [Cl-].[CH3:2][O:3][CH2:4][P+](C1C=CC=CC=1)(C1C=CC=CC=1)C1C=CC=CC=1.[Li]CCCC.[Cl:29][C:30]1[CH:35]=[CH:34][N:33]=[C:32]([C:36]([CH:38]2[CH2:40][CH2:39]2)=O)[C:31]=1[O:41][CH3:42]. The catalyst is C1COCC1. The product is [Cl:29][C:30]1[CH:35]=[CH:34][N:33]=[C:32]([C:36]([CH:38]2[CH2:40][CH2:39]2)=[CH:2][O:3][CH3:4])[C:31]=1[O:41][CH3:42]. The yield is 0.630. (2) The reactants are C(#N)C.[Br:4][C:5]1[C:6](F)=[C:7]([C:10]([Cl:13])=[CH:11][CH:12]=1)[CH:8]=O.[C:15]([O:19][CH2:20][CH3:21])(=[O:18])[CH2:16][SH:17].C(N(CC)CC)C. The catalyst is O. The product is [Br:4][C:5]1[C:6]2[S:17][C:16]([C:15]([O:19][CH2:20][CH3:21])=[O:18])=[CH:8][C:7]=2[C:10]([Cl:13])=[CH:11][CH:12]=1. The yield is 0.710. (3) The reactants are Cl.[Cl:2][C:3]1[CH:4]=[C:5]([NH:10][C:11]([N:13]2[CH2:18][CH2:17][NH:16][CH2:15][CH2:14]2)=[O:12])[CH:6]=[CH:7][C:8]=1[Cl:9].C(N(CC)C(C)C)(C)C.[C:28]([O:32][C:33]([N:35]1[CH2:40][CH2:39][CH2:38][CH:37]([C:41](O)=[O:42])[CH2:36]1)=[O:34])([CH3:31])([CH3:30])[CH3:29].ON1C2C=CC=CC=2N=N1. The catalyst is ClCCl. The product is [Cl:2][C:3]1[CH:4]=[C:5]([NH:10][C:11]([N:13]2[CH2:18][CH2:17][N:16]([C:41]([CH:37]3[CH2:38][CH2:39][CH2:40][N:35]([C:33]([O:32][C:28]([CH3:31])([CH3:30])[CH3:29])=[O:34])[CH2:36]3)=[O:42])[CH2:15][CH2:14]2)=[O:12])[CH:6]=[CH:7][C:8]=1[Cl:9]. The yield is 0.990. (4) The reactants are [CH:1]12[CH2:18][CH:8]([CH2:9][N:10]([C:12](=[O:17])[C:13]([F:16])([F:15])[F:14])[CH2:11]1)[C:7]1[CH:6]=[CH:5][CH:4]=[CH:3][C:2]2=1.[Cl:19][S:20](O)(=[O:22])=[O:21]. No catalyst specified. The product is [F:14][C:13]([F:15])([F:16])[C:12]([N:10]1[CH2:11][CH:1]2[CH2:18][CH:8]([C:7]3[CH:6]=[CH:5][C:4]([S:20]([Cl:19])(=[O:22])=[O:21])=[CH:3][C:2]=32)[CH2:9]1)=[O:17]. The yield is 0.870.